Regression/Classification. Given a drug SMILES string, predict its absorption, distribution, metabolism, or excretion properties. Task type varies by dataset: regression for continuous measurements (e.g., permeability, clearance, half-life) or binary classification for categorical outcomes (e.g., BBB penetration, CYP inhibition). Dataset: cyp2d6_veith. From a dataset of CYP2D6 inhibition data for predicting drug metabolism from PubChem BioAssay. (1) The compound is O=c1c(-c2ccccc2)nc2cnc(N3CCOCC3)nc2n1-c1ccccc1. The result is 0 (non-inhibitor). (2) The molecule is CO/N=C\[C@@H](OC)[C@H](C)/C=C\CC(=O)OC. The result is 0 (non-inhibitor).